From a dataset of Reaction yield outcomes from USPTO patents with 853,638 reactions. Predict the reaction yield, written as a fraction of the theoretical maximum amount of product (1.0 means a 100% yield; for example, 0.34 means a 34% yield). The catalyst is CN(C)C=O. The reactants are [Br:1][C:2]1[CH:7]=[C:6]([N+:8]([O-:10])=[O:9])[C:5]([CH3:11])=[CH:4][N+:3]=1[O-:12].CO[CH:15](OC)[N:16]([CH3:18])[CH3:17]. The yield is 0.400. The product is [Br:1][C:2]1[CH:7]=[C:6]([N+:8]([O-:10])=[O:9])[C:5](/[CH:11]=[CH:15]/[N:16]([CH3:18])[CH3:17])=[CH:4][N+:3]=1[O-:12].